From a dataset of Forward reaction prediction with 1.9M reactions from USPTO patents (1976-2016). Predict the product of the given reaction. (1) Given the reactants [C:1]([O:5][C:6]([N:8]1[CH2:13][CH2:12][CH:11]([O:14][C:15]2[C:20]([C:21](=[O:23])[NH2:22])=[CH:19][C:18]([N+:24]([O-])=O)=[CH:17][C:16]=2[Cl:27])[CH2:10][CH2:9]1)=[O:7])([CH3:4])([CH3:3])[CH3:2].[Sn], predict the reaction product. The product is: [C:1]([O:5][C:6]([N:8]1[CH2:9][CH2:10][CH:11]([O:14][C:15]2[C:20]([C:21](=[O:23])[NH2:22])=[CH:19][C:18]([NH2:24])=[CH:17][C:16]=2[Cl:27])[CH2:12][CH2:13]1)=[O:7])([CH3:4])([CH3:2])[CH3:3]. (2) Given the reactants C1(C2[N:8]=[C:7]([C:9]3[C:10]4[CH2:28][CH2:27][CH2:26][CH2:25][C:11]=4[S:12][C:13]=3[NH:14]C(N3CCC[C@@H]3C(O)=O)=O)ON=2)CC1.O=C1CC[N:33]([C:36]([O:38][C:39]([CH3:42])([CH3:41])[CH3:40])=[O:37])[CH2:32][CH2:31]1.CC1N=C(CC#N)SC=1, predict the reaction product. The product is: [C:39]([O:38][C:36]([N:33]1[CH2:27][CH2:28][C:10](=[C:9]([C:7]#[N:8])[C:13]2[S:12][CH:11]=[C:25]([CH3:26])[N:14]=2)[CH2:31][CH2:32]1)=[O:37])([CH3:42])([CH3:41])[CH3:40]. (3) Given the reactants [Cl:1][C:2]1[CH:3]=[C:4]2[C:8](=[CH:9][CH:10]=1)[NH:7][CH2:6][CH2:5]2.[CH3:11]OC(=O)OC.C(=O)([O-])[O-].[K+].[K+].C(OCC)C, predict the reaction product. The product is: [Cl:1][C:2]1[CH:3]=[C:4]2[C:8](=[CH:9][CH:10]=1)[N:7]([CH3:11])[CH2:6][CH2:5]2. (4) Given the reactants [C:1]([C:3]1[CH:4]=[C:5]2[C:9](=[CH:10][CH:11]=1)[NH:8][C:7](=[O:12])[CH2:6]2)#[N:2].[H-].[Na+].[C:15]([N:18]1[CH2:23][CH2:22][N:21]([C:24](=[O:39])[CH2:25][O:26][C:27]2[CH:36]=[C:35]3[C:30]([C:31](SC)=[N:32][CH:33]=[N:34]3)=[CH:29][CH:28]=2)[CH2:20][CH2:19]1)(=[O:17])[CH3:16].[Cl-:40].[NH4+], predict the reaction product. The product is: [ClH:40].[C:15]([N:18]1[CH2:23][CH2:22][N:21]([C:24](=[O:39])[CH2:25][O:26][C:27]2[CH:36]=[C:35]3[C:30]([C:31]([CH:6]4[C:5]5[C:9](=[CH:10][CH:11]=[C:3]([C:1]#[N:2])[CH:4]=5)[NH:8][C:7]4=[O:12])=[N:32][CH:33]=[N:34]3)=[CH:29][CH:28]=2)[CH2:20][CH2:19]1)(=[O:17])[CH3:16]. (5) Given the reactants F[C:2]1[CH:7]=[CH:6][C:5]([N+:8]([O-:10])=[O:9])=[C:4]([O:11][CH3:12])[CH:3]=1.[N:13]1([CH:19]([CH2:22][OH:23])[CH2:20][OH:21])[CH2:18][CH2:17][NH:16][CH2:15][CH2:14]1.C(N(CC)C(C)C)(C)C, predict the reaction product. The product is: [CH3:12][O:11][C:4]1[CH:3]=[C:2]([N:16]2[CH2:15][CH2:14][N:13]([CH:19]([CH2:20][OH:21])[CH2:22][OH:23])[CH2:18][CH2:17]2)[CH:7]=[CH:6][C:5]=1[N+:8]([O-:10])=[O:9]. (6) Given the reactants C(N(CC)CC)C.Br[C:9]1[CH:10]=[N:11][CH:12]=[C:13]([CH:16]=1)[C:14]#[N:15].[C:17]([C:19]1[CH:24]=[CH:23][CH:22]=[C:21]([C:25]([F:28])([F:27])[F:26])[CH:20]=1)#[CH:18], predict the reaction product. The product is: [F:26][C:25]([F:27])([F:28])[C:21]1[CH:20]=[C:19]([C:17]#[C:18][C:9]2[CH:10]=[N:11][CH:12]=[C:13]([CH:16]=2)[C:14]#[N:15])[CH:24]=[CH:23][CH:22]=1.